Dataset: Catalyst prediction with 721,799 reactions and 888 catalyst types from USPTO. Task: Predict which catalyst facilitates the given reaction. Reactant: C([O:8][NH:9][C:10]([C:12]1[C:17]([O:18]CC2C=CC=CC=2)=[C:16]([CH2:26][OH:27])[C:15]([C:28]([NH:30][CH2:31][C:32]2[CH:37]=[CH:36][C:35]([F:38])=[CH:34][CH:33]=2)=[O:29])=[CH:14][N:13]=1)=[O:11])C1C=CC=CC=1. Product: [F:38][C:35]1[CH:34]=[CH:33][C:32]([CH2:31][NH:30][C:28]([C:15]2[C:16]([CH2:26][OH:27])=[C:17]([OH:18])[C:12]([C:10]([NH:9][OH:8])=[O:11])=[N:13][CH:14]=2)=[O:29])=[CH:37][CH:36]=1. The catalyst class is: 43.